From a dataset of Peptide-MHC class II binding affinity with 134,281 pairs from IEDB. Regression. Given a peptide amino acid sequence and an MHC pseudo amino acid sequence, predict their binding affinity value. This is MHC class II binding data. (1) The peptide sequence is WRSFLNKVKSLRILN. The MHC is DRB3_0101 with pseudo-sequence DRB3_0101. The binding affinity (normalized) is 0.431. (2) The peptide sequence is LEKEDFTRGKLMSSL. The MHC is DRB1_1501 with pseudo-sequence DRB1_1501. The binding affinity (normalized) is 0.117. (3) The peptide sequence is EKKYFAATQFEPLAH. The MHC is HLA-DPA10103-DPB10401 with pseudo-sequence HLA-DPA10103-DPB10401. The binding affinity (normalized) is 1.00. (4) The peptide sequence is VTSAPDTRPAP. The MHC is DRB1_1302 with pseudo-sequence DRB1_1302. The binding affinity (normalized) is 0. (5) The peptide sequence is TEAKEGLKRGEITHHAV. The MHC is DRB1_1101 with pseudo-sequence DRB1_1101. The binding affinity (normalized) is 0.162. (6) The binding affinity (normalized) is 0.485. The peptide sequence is IKAVRGDLNFVNRAN. The MHC is DRB1_1302 with pseudo-sequence DRB1_1302. (7) The peptide sequence is SLELELIGSKRILDE. The MHC is DRB1_0101 with pseudo-sequence DRB1_0101. The binding affinity (normalized) is 0.981. (8) The peptide sequence is FQTVGSGLDHILSLA. The MHC is DRB1_0701 with pseudo-sequence DRB1_0701. The binding affinity (normalized) is 0.386.